From a dataset of Reaction yield outcomes from USPTO patents with 853,638 reactions. Predict the reaction yield, written as a fraction of the theoretical maximum amount of product (1.0 means a 100% yield; for example, 0.34 means a 34% yield). The reactants are Br.BrC[C:4]1[N:5]=[C:6]2[C:11](=[N:12][CH:13]=1)[N:10]=[C:9]([NH2:14])[N:8]=[C:7]2[NH2:15].[CH3:16][O:17][C:18]1[CH:19]=[C:20]([CH:23]=[CH:24][C:25]=1[O:26][CH3:27])[CH2:21][NH2:22].C(=O)(O)[O-]. The catalyst is CN(C)C(=O)C. The product is [CH3:16][O:17][C:18]1[CH:19]=[C:20]([CH:23]=[CH:24][C:25]=1[O:26][CH3:27])[CH2:21][NH:22][C:4]1[N:5]=[C:6]2[C:11](=[N:12][CH:13]=1)[N:10]=[C:9]([NH2:14])[N:8]=[C:7]2[NH2:15]. The yield is 0.340.